This data is from Full USPTO retrosynthesis dataset with 1.9M reactions from patents (1976-2016). The task is: Predict the reactants needed to synthesize the given product. Given the product [F:9][C:8]([F:11])([F:10])[C:6]1[CH:7]=[C:2]([NH2:27])[C:3]([NH2:12])=[N:4][CH:5]=1, predict the reactants needed to synthesize it. The reactants are: Br[C:2]1[C:3]([NH2:12])=[N:4][CH:5]=[C:6]([C:8]([F:11])([F:10])[F:9])[CH:7]=1.C(CC(=O)C)(=O)C.C(=O)([O-])[O-].[Cs+].[Cs+].O.[NH3:27].